This data is from Full USPTO retrosynthesis dataset with 1.9M reactions from patents (1976-2016). The task is: Predict the reactants needed to synthesize the given product. (1) The reactants are: Cl[C:2]1[N:7]=[C:6]([C:8]([OH:10])=[O:9])[CH:5]=[C:4]([CH:11]=[CH2:12])[N:3]=1.[F:13][C:14]1[CH:35]=[CH:34][C:17]([O:18][C:19]2[CH:24]=[CH:23][C:22](B3OC(C)(C)C(C)(C)O3)=[CH:21][CH:20]=2)=[CH:16][CH:15]=1.C([O-])([O-])=O.[Na+].[Na+]. Given the product [F:13][C:14]1[CH:35]=[CH:34][C:17]([O:18][C:19]2[CH:24]=[CH:23][C:22]([C:2]3[N:7]=[C:6]([C:8]([OH:10])=[O:9])[CH:5]=[C:4]([CH:11]=[CH2:12])[N:3]=3)=[CH:21][CH:20]=2)=[CH:16][CH:15]=1, predict the reactants needed to synthesize it. (2) Given the product [F:28][C:24]1([F:27])[CH2:25][CH2:26][CH:21]([CH2:20][C:10]2[N:6]3[C:7]([CH3:9])=[CH:8][C:3]([C:1]#[N:2])=[CH:4][C:5]3=[N:12][C:11]=2[CH2:13][OH:14])[CH2:22][CH2:23]1, predict the reactants needed to synthesize it. The reactants are: [C:1]([C:3]1[CH:8]=[C:7]([CH3:9])[N:6]2[C:10]([CH2:20][CH:21]3[CH2:26][CH2:25][C:24]([F:28])([F:27])[CH2:23][CH2:22]3)=[C:11]([C:13](OCCCC)=[O:14])[N:12]=[C:5]2[CH:4]=1)#[N:2].[BH4-].[Li+].CC(C)=O.C(=O)([O-])O.[Na+]. (3) Given the product [NH2:1][CH2:4][CH2:5][O:6][C:7]1[CH:12]=[CH:11][C:10]([C:13]2[N:14]([CH2:26][CH3:27])[C:15]3[C:20]([C:21]=2[C:22]#[N:23])=[CH:19][CH:18]=[C:17]([O:24][CH3:25])[CH:16]=3)=[CH:9][CH:8]=1, predict the reactants needed to synthesize it. The reactants are: [N:1]([CH2:4][CH2:5][O:6][C:7]1[CH:12]=[CH:11][C:10]([C:13]2[N:14]([CH2:26][CH3:27])[C:15]3[C:20]([C:21]=2[C:22]#[N:23])=[CH:19][CH:18]=[C:17]([O:24][CH3:25])[CH:16]=3)=[CH:9][CH:8]=1)=[N+]=[N-].Cl. (4) Given the product [Br:44][C:41]1[CH:42]=[CH:43][C:36]2[O:35][CH2:34][CH2:33][C:32]3[N:38]([N:39]=[C:30]([C:28]4[N:49]([CH2:48][C:47]([F:52])([F:51])[F:46])[N:25]=[CH:26][N:27]=4)[CH:31]=3)[C:37]=2[CH:40]=1, predict the reactants needed to synthesize it. The reactants are: BrC1C=CC2OCCC3N(N=C(C4N(C(C)C)N=CN=4)C=3)C=2C=1.C[N:25](C)[CH:26]=[N:27][C:28]([C:30]1[CH:31]=[C:32]2[N:38]([N:39]=1)[C:37]1[CH:40]=[C:41]([Br:44])[CH:42]=[CH:43][C:36]=1[O:35][CH2:34][CH2:33]2)=O.[F:46][C:47]([F:52])([F:51])[CH2:48][NH:49]N. (5) Given the product [Cl:1][C:2]1[CH:24]=[C:23]([F:25])[CH:22]=[CH:21][C:3]=1[CH2:4][N:5]1[C:9]([CH2:10][CH2:11][CH2:12][OH:13])=[CH:8][C:7]([O:17][CH:18]([CH3:20])[CH3:19])=[N:6]1, predict the reactants needed to synthesize it. The reactants are: [Cl:1][C:2]1[CH:24]=[C:23]([F:25])[CH:22]=[CH:21][C:3]=1[CH2:4][N:5]1[C:9]([CH2:10][CH2:11][C:12](OCC)=[O:13])=[CH:8][C:7]([O:17][CH:18]([CH3:20])[CH3:19])=[N:6]1.[H-].C([Al+]CC(C)C)C(C)C.CO.[C@H](O)(C([O-])=O)[C@@H](O)C([O-])=O.[Na+].[K+]. (6) Given the product [CH2:16]([NH:18][C:19]([N:21]1[C:29]2[C:24](=[CH:25][C:26]([O:30][C:31]3[CH:36]=[CH:35][N:34]=[C:33]([NH:37][C:38]([N:6]4[CH2:11][CH2:10][O:9][CH2:8][CH2:7]4)=[O:39])[CH:32]=3)=[CH:27][CH:28]=2)[CH:23]=[CH:22]1)=[O:20])[CH3:17], predict the reactants needed to synthesize it. The reactants are: CN(C)C=O.[NH:6]1[CH2:11][CH2:10][O:9][CH2:8][CH2:7]1.C(=O)([O-])N.[CH2:16]([NH:18][C:19]([N:21]1[C:29]2[C:24](=[CH:25][C:26]([O:30][C:31]3[CH:36]=[CH:35][N:34]=[C:33]([NH:37][C:38](N4CCC(N5CCCC5)CC4)=[O:39])[CH:32]=3)=[CH:27][CH:28]=2)[CH:23]=[CH:22]1)=[O:20])[CH3:17]. (7) Given the product [CH3:30][O:29][C:26]1[CH:25]=[CH:24][C:23]([CH2:22][N:13]2[C:14]3[N:15]=[C:2]4[CH2:3][NH:4][CH2:5][CH2:6][N:7]4[C:8](=[O:31])[C:9]=3[C:10]([NH:11][C:23]3[CH:28]=[CH:27][CH:26]=[CH:25][CH:24]=3)=[N:12]2)=[CH:28][CH:27]=1, predict the reactants needed to synthesize it. The reactants are: Cl[CH2:2][CH2:3][NH:4][CH2:5][C:6]1[NH:7][C:8](=[O:31])[C:9]2[C:10](=[N:12][N:13]([CH2:22][C:23]3[CH:28]=[CH:27][C:26]([O:29][CH3:30])=[CH:25][CH:24]=3)[C:14]=2[NH:15]C2C=CC=CC=2)[N:11]=1.C(=O)([O-])[O-].[Cs+].[Cs+]. (8) The reactants are: C(O[C:4]([C:6]1[CH:7]=[C:8]2[CH:15]=[CH:14][NH:13][C:9]2=[N:10][C:11]=1[NH2:12])=[O:5])C.[OH-].[Na+].C(N(CC)CC)C.F[P-](F)(F)(F)(F)F.N1(O[P+](N(C)C)(N(C)C)N(C)C)C2C=CC=CC=2N=N1.[O:52]([C:59]1[S:63][C:62]([CH2:64][NH2:65])=[CH:61][CH:60]=1)[C:53]1[CH:58]=[CH:57][CH:56]=[CH:55][CH:54]=1. Given the product [O:52]([C:59]1[S:63][C:62]([CH2:64][NH:65][C:4]([C:6]2[CH:7]=[C:8]3[CH:15]=[CH:14][NH:13][C:9]3=[N:10][C:11]=2[NH2:12])=[O:5])=[CH:61][CH:60]=1)[C:53]1[CH:54]=[CH:55][CH:56]=[CH:57][CH:58]=1, predict the reactants needed to synthesize it. (9) Given the product [CH2:16]([C:20]1[N:25]=[C:24]([Cl:26])[N:23]=[C:22]([N:27]2[CH2:32][CH2:31][CH2:30][C@@H:29]([NH:33][C:9](=[O:10])[O:11][C:12]([CH3:13])([CH3:14])[CH3:15])[CH2:28]2)[CH:21]=1)[CH2:17][CH2:18][CH3:19], predict the reactants needed to synthesize it. The reactants are: [C:9](O[C:9]([O:11][C:12]([CH3:15])([CH3:14])[CH3:13])=[O:10])([O:11][C:12]([CH3:15])([CH3:14])[CH3:13])=[O:10].[CH2:16]([C:20]1[N:25]=[C:24]([Cl:26])[N:23]=[C:22]([N:27]2[CH2:32][CH2:31][CH2:30][C@@H:29]([NH2:33])[CH2:28]2)[CH:21]=1)[CH2:17][CH2:18][CH3:19].C(N(CC)CC)C.